From a dataset of Full USPTO retrosynthesis dataset with 1.9M reactions from patents (1976-2016). Predict the reactants needed to synthesize the given product. (1) Given the product [OH:2][C:3]1[CH:4]=[C:5]([CH2:10][C:11]([O:13][CH2:14][CH3:15])=[O:12])[CH:6]=[CH:7][C:8]=1[CH3:9], predict the reactants needed to synthesize it. The reactants are: C[O:2][C:3]1[CH:4]=[C:5]([CH2:10][C:11]([O:13][CH2:14][CH3:15])=[O:12])[CH:6]=[CH:7][C:8]=1[CH3:9].B(Br)(Br)Br. (2) Given the product [CH3:1][C:2]1[N:7]=[CH:6][C:5]([CH2:8][C:9]([OH:11])=[O:10])=[CH:4][CH:3]=1, predict the reactants needed to synthesize it. The reactants are: [CH3:1][C:2]1[N:7]=[CH:6][C:5]([CH2:8][C:9]([O:11]C)=[O:10])=[CH:4][CH:3]=1.[OH-].[Na+]. (3) Given the product [Br:1][C:2]1[CH:10]=[C:9]2[C:5]([CH2:6][C:7]3([CH2:19][CH2:18][C:16](=[O:15])[CH2:17][CH2:12]3)[C:8]2=[O:11])=[CH:4][CH:3]=1, predict the reactants needed to synthesize it. The reactants are: [Br:1][C:2]1[CH:10]=[C:9]2[C:5]([CH2:6][C:7](=[CH2:12])[C:8]2=[O:11])=[CH:4][CH:3]=1.C[Si](C)(C)[O:15][C:16]([CH:18]=[CH2:19])=[CH2:17].B(F)(F)F.CCOCC.